Dataset: Peptide-MHC class I binding affinity with 185,985 pairs from IEDB/IMGT. Task: Regression. Given a peptide amino acid sequence and an MHC pseudo amino acid sequence, predict their binding affinity value. This is MHC class I binding data. (1) The peptide sequence is DSSLLNNQ. The MHC is H-2-Db with pseudo-sequence H-2-Db. The binding affinity (normalized) is 0. (2) The peptide sequence is KVLSHGWAY. The MHC is HLA-A03:01 with pseudo-sequence HLA-A03:01. The binding affinity (normalized) is 0.440. (3) The peptide sequence is FRYKSRCYV. The MHC is HLA-C07:01 with pseudo-sequence HLA-C07:01. The binding affinity (normalized) is 0.808. (4) The peptide sequence is ELVKHGLRAL. The MHC is HLA-A02:03 with pseudo-sequence HLA-A02:03. The binding affinity (normalized) is 0.424. (5) The peptide sequence is VVLQQHSIA. The MHC is HLA-A02:01 with pseudo-sequence HLA-A02:01. The binding affinity (normalized) is 0.132. (6) The peptide sequence is FTDPSSVAA. The MHC is HLA-A01:01 with pseudo-sequence HLA-A01:01. The binding affinity (normalized) is 0.950. (7) The peptide sequence is VYFSPWFFL. The MHC is HLA-B08:01 with pseudo-sequence HLA-B08:01. The binding affinity (normalized) is 0.0847. (8) The peptide sequence is ELEKCTSEI. The MHC is HLA-A02:02 with pseudo-sequence HLA-A02:02. The binding affinity (normalized) is 0.0796.